This data is from Forward reaction prediction with 1.9M reactions from USPTO patents (1976-2016). The task is: Predict the product of the given reaction. (1) Given the reactants [C:1]([C:3]1[C:4]([C:23]([F:26])([F:25])[F:24])=[C:5]2[C:9](=[CH:10][CH:11]=1)[N:8]([CH2:12][C:13]([O:15]C(C)(C)C)=[O:14])[C:7]([CH:20]1[CH2:22][CH2:21]1)=[CH:6]2)#[N:2].C(O)(C(F)(F)F)=O, predict the reaction product. The product is: [C:1]([C:3]1[C:4]([C:23]([F:26])([F:25])[F:24])=[C:5]2[C:9](=[CH:10][CH:11]=1)[N:8]([CH2:12][C:13]([OH:15])=[O:14])[C:7]([CH:20]1[CH2:22][CH2:21]1)=[CH:6]2)#[N:2]. (2) Given the reactants [OH:1][C@H:2]1[CH2:6][N:5]([C:7]([O:9][C:10]([CH3:13])([CH3:12])[CH3:11])=[O:8])[C@H:4]([C:14]([O:16][CH3:17])=[O:15])[CH2:3]1.[CH2:18](Br)[C:19]#[CH:20].[H-].[Na+].O, predict the reaction product. The product is: [CH2:20]([O:1][C@H:2]1[CH2:6][N:5]([C:7]([O:9][C:10]([CH3:11])([CH3:12])[CH3:13])=[O:8])[C@H:4]([C:14]([O:16][CH3:17])=[O:15])[CH2:3]1)[C:19]#[CH:18]. (3) The product is: [NH:7]1[C:13](/[CH:12]=[CH:11]/[C:15]2[CH:16]=[CH:17][C:18](/[C:21](/[C:33]3[CH:34]=[C:35]4[C:39](=[CH:40][CH:41]=3)[N:38]([CH:42]3[CH2:47][CH2:46][CH2:45][CH2:44][O:43]3)[N:37]=[C:36]4[F:48])=[C:22](/[CH:29]3[CH2:32][CH2:31][CH2:30]3)\[C:23]3[CH:24]=[CH:25][CH:26]=[CH:27][CH:28]=3)=[CH:19][CH:20]=2)=[CH:14][N:9]=[N:8]1. Given the reactants C=O.C(O)(=O)C.[N-:7]=[N+:8]=[N-:9].[Na+].[CH:11](/[C:15]1[CH:20]=[CH:19][C:18](/[C:21](/[C:33]2[CH:34]=[C:35]3[C:39](=[CH:40][CH:41]=2)[N:38]([CH:42]2[CH2:47][CH2:46][CH2:45][CH2:44][O:43]2)[N:37]=[C:36]3[F:48])=[C:22](/[CH:29]2[CH2:32][CH2:31][CH2:30]2)\[C:23]2[CH:28]=[CH:27][CH:26]=[CH:25][CH:24]=2)=[CH:17][CH:16]=1)=[CH:12]\[C:13]#[CH:14].O=C1O[C@H]([C@H](CO)O)C([O-])=C1O.[Na+], predict the reaction product. (4) Given the reactants [Cl:1][C:2]1[CH:22]=[C:21]([CH2:23][N:24]2[CH2:29][CH2:28][NH:27][CH2:26][CH2:25]2)[CH:20]=[CH:19][C:3]=1[O:4][CH:5]1[CH2:10][CH2:9][N:8]([C:11]2[N:16]=[CH:15][C:14]([CH2:17][CH3:18])=[CH:13][N:12]=2)[CH2:7][CH2:6]1.C(N(CC)CC)C.[Cl:37][CH2:38][CH2:39][CH2:40][S:41](Cl)(=[O:43])=[O:42], predict the reaction product. The product is: [Cl:1][C:2]1[CH:22]=[C:21]([CH2:23][N:24]2[CH2:25][CH2:26][N:27]([S:41]([CH2:40][CH2:39][CH2:38][Cl:37])(=[O:43])=[O:42])[CH2:28][CH2:29]2)[CH:20]=[CH:19][C:3]=1[O:4][CH:5]1[CH2:6][CH2:7][N:8]([C:11]2[N:16]=[CH:15][C:14]([CH2:17][CH3:18])=[CH:13][N:12]=2)[CH2:9][CH2:10]1.